From a dataset of Catalyst prediction with 721,799 reactions and 888 catalyst types from USPTO. Predict which catalyst facilitates the given reaction. (1) Reactant: [C:1]([O:5][C:6](=[O:35])[N:7]([C:16]1[S:17][C@:18]2([C:33]#[CH:34])[C@H:20]([C@:21]([C:25]3[CH:30]=[C:29]([Br:31])[CH:28]=[CH:27][C:26]=3[F:32])([CH2:23][F:24])[N:22]=1)[CH2:19]2)[CH2:8][O:9][CH2:10][CH2:11][Si:12]([CH3:15])([CH3:14])[CH3:13])([CH3:4])([CH3:3])[CH3:2].[CH3:36][Si]([N-][Si](C)(C)C)(C)C.[Li+].IC. Product: [C:1]([O:5][C:6](=[O:35])[N:7]([C:16]1[S:17][C@:18]2([C:33]#[C:34][CH3:36])[C@H:20]([C@:21]([C:25]3[CH:30]=[C:29]([Br:31])[CH:28]=[CH:27][C:26]=3[F:32])([CH2:23][F:24])[N:22]=1)[CH2:19]2)[CH2:8][O:9][CH2:10][CH2:11][Si:12]([CH3:14])([CH3:13])[CH3:15])([CH3:4])([CH3:3])[CH3:2]. The catalyst class is: 1. (2) Reactant: C[Al](C)C.[Cl-].[NH4+:6].[CH3:7][O:8][C:9]1[CH:14]=[CH:13][C:12]([C:15]2[CH:20]=[CH:19][C:18]([C:21]([O:23]CC)=O)=[CH:17][CH:16]=2)=[CH:11][C:10]=1[C:26]1[CH:31]=[CH:30][CH:29]=[C:28]([N+:32]([O-:34])=[O:33])[CH:27]=1. Product: [CH3:7][O:8][C:9]1[CH:14]=[CH:13][C:12]([C:15]2[CH:16]=[CH:17][C:18]([C:21]([NH2:6])=[O:23])=[CH:19][CH:20]=2)=[CH:11][C:10]=1[C:26]1[CH:31]=[CH:30][CH:29]=[C:28]([N+:32]([O-:34])=[O:33])[CH:27]=1. The catalyst class is: 11. (3) Reactant: [F:1][C:2]1[CH:3]=[C:4](I)[C:5]([NH2:8])=[N:6][CH:7]=1.[CH3:10][Si:11]([C:14]#[CH:15])([CH3:13])[CH3:12].C(N(CC)CC)C. Product: [F:1][C:2]1[CH:3]=[C:4]([C:15]#[C:14][Si:11]([CH3:13])([CH3:12])[CH3:10])[C:5]([NH2:8])=[N:6][CH:7]=1. The catalyst class is: 356. (4) Reactant: [CH3:1][C:2]1[O:6][CH:5]=[C:4]([C:7]2[C:17]3[O:16][CH2:15][CH2:14][N:13](C(OC(C)(C)C)=O)[CH2:12][C:11]=3[CH:10]=[CH:9][CH:8]=2)[CH:3]=1.C(OCC)(=O)C.[ClH:31]. Product: [ClH:31].[CH3:1][C:2]1[O:6][CH:5]=[C:4]([C:7]2[C:17]3[O:16][CH2:15][CH2:14][NH:13][CH2:12][C:11]=3[CH:10]=[CH:9][CH:8]=2)[CH:3]=1. The catalyst class is: 13.